This data is from Full USPTO retrosynthesis dataset with 1.9M reactions from patents (1976-2016). The task is: Predict the reactants needed to synthesize the given product. Given the product [Cl:8][C:9]1[C:10]([C:28]2[C:36]3[C:31](=[CH:32][CH:33]=[CH:34][CH:35]=3)[N:30]([CH3:37])[CH:29]=2)=[N:11][C:12]([NH:15][C:16]2[CH:21]=[C:20]([N+:22]([O-:24])=[O:23])[C:19]([N:5]3[CH2:6][CH2:7][N:2]([CH3:1])[CH2:3][CH2:4]3)=[CH:18][C:17]=2[O:26][CH3:27])=[N:13][CH:14]=1, predict the reactants needed to synthesize it. The reactants are: [CH3:1][N:2]1[CH2:7][CH2:6][NH:5][CH2:4][CH2:3]1.[Cl:8][C:9]1[C:10]([C:28]2[C:36]3[C:31](=[CH:32][CH:33]=[CH:34][CH:35]=3)[N:30]([CH3:37])[CH:29]=2)=[N:11][C:12]([NH:15][C:16]2[CH:21]=[C:20]([N+:22]([O-:24])=[O:23])[C:19](F)=[CH:18][C:17]=2[O:26][CH3:27])=[N:13][CH:14]=1.